Dataset: Retrosynthesis with 50K atom-mapped reactions and 10 reaction types from USPTO. Task: Predict the reactants needed to synthesize the given product. (1) Given the product C=CCn1c(=O)n([C@@H]2O[C@H](COC(C)=O)[C@@H](OC(C)=O)[C@H]2OC(C)=O)c2nc(N)ncc21, predict the reactants needed to synthesize it. The reactants are: C=CCn1c(=O)n([C@@H]2O[C@H](COC(C)=O)[C@@H](OC(C)=O)[C@H]2OC(C)=O)c2nc(N)nc(Cl)c21. (2) Given the product Clc1n[nH]c2ccc(Nc3ncnc4[nH]c(C5=CCNCC5)cc34)cc12, predict the reactants needed to synthesize it. The reactants are: CC(C)(C)OC(=O)N1CC=C(c2cc3c(Nc4ccc5[nH]nc(Cl)c5c4)ncnc3[nH]2)CC1. (3) Given the product CC(=O)OC(C)(C)C(=O)NS(=O)(=O)c1cc(Cl)ccc1OCC(=O)N1C[C@H](C)N(Cc2ccc(F)cc2)C[C@H]1C, predict the reactants needed to synthesize it. The reactants are: CC(=O)OC(C)(C)C(=O)Cl.C[C@H]1CN(C(=O)COc2ccc(Cl)cc2S(N)(=O)=O)[C@H](C)CN1Cc1ccc(F)cc1. (4) Given the product CCCCCCCCCOC(=O)c1c[nH]c2ccccc12, predict the reactants needed to synthesize it. The reactants are: CCCCCCCCCBr.O=C(O)c1c[nH]c2ccccc12. (5) Given the product Cc1onc(-c2ccc(F)cn2)c1CCc1ncc(C(=O)NCC(F)(F)F)s1, predict the reactants needed to synthesize it. The reactants are: Cc1onc(-c2ccc(F)cn2)c1CCc1ncc(C(=O)O)s1.NCC(F)(F)F. (6) The reactants are: COC(=O)c1ccccc1-c1ccc(C#N)cc1. Given the product N#Cc1ccc(-c2ccccc2C(=O)O)cc1, predict the reactants needed to synthesize it. (7) Given the product CNc1cc(S(=O)(=O)c2cccc(C(F)(F)F)c2)cc(Br)n1, predict the reactants needed to synthesize it. The reactants are: CN.O=S(=O)(c1cccc(C(F)(F)F)c1)c1cc(Br)nc(Br)c1.